From a dataset of Catalyst prediction with 721,799 reactions and 888 catalyst types from USPTO. Predict which catalyst facilitates the given reaction. (1) Reactant: FC(F)(F)S(O[C:7]1[CH2:21][C@@H:10]2[CH2:11][N:12]([C:14]([O:16][C:17]([CH3:20])([CH3:19])[CH3:18])=[O:15])[CH2:13][C@@H:9]2[CH:8]=1)(=O)=O.[F:24][C:25]([F:36])([F:35])[C:26]1[CH:31]=[CH:30][CH:29]=[CH:28][C:27]=1B(O)O.C([O-])([O-])=O.[Na+].[Na+]. Product: [F:24][C:25]([F:36])([F:35])[C:26]1[CH:31]=[CH:30][CH:29]=[CH:28][C:27]=1[C:7]1[CH2:21][C@@H:10]2[CH2:11][N:12]([C:14]([O:16][C:17]([CH3:18])([CH3:19])[CH3:20])=[O:15])[CH2:13][C@@H:9]2[CH:8]=1. The catalyst class is: 149. (2) Reactant: Cl[Si:2]([CH:9]([CH3:11])[CH3:10])([CH:6]([CH3:8])[CH3:7])[CH:3]([CH3:5])[CH3:4].N12CCCN=C1CCCCC2.[C:23]1([CH3:30])[C:28]([OH:29])=[CH:27][CH:26]=[CH:25][CH:24]=1. Product: [CH:3]([Si:2]([CH:9]([CH3:11])[CH3:10])([CH:6]([CH3:8])[CH3:7])[O:29][C:28]1[CH:27]=[CH:26][CH:25]=[CH:24][C:23]=1[CH3:30])([CH3:5])[CH3:4]. The catalyst class is: 2. (3) Reactant: C([O-])(=[O:3])C.[NH4+].C(#N)C.[C:9]([C:11]1[N:12]([NH:16][C:17](=[O:23])[O:18][C:19]([CH3:22])([CH3:21])[CH3:20])[CH:13]=[CH:14][CH:15]=1)#[N:10].[OH-].[NH4+].OO. Product: [C:9]([C:11]1[N:12]([NH:16][C:17](=[O:23])[O:18][C:19]([CH3:20])([CH3:22])[CH3:21])[CH:13]=[CH:14][CH:15]=1)(=[O:3])[NH2:10]. The catalyst class is: 8. (4) Reactant: Cl.[NH2:2][C@@H:3]([CH2:21][C:22]1[CH:27]=[CH:26][C:25]([NH:28][C:29]2[CH:30]=[C:31]([C:35]3[CH:40]=[CH:39][CH:38]=[CH:37][CH:36]=3)[CH:32]=[CH:33][CH:34]=2)=[CH:24][CH:23]=1)[C@H:4]([OH:20])[CH2:5][NH:6][C:7]1([C:10]2[CH:15]=[CH:14][CH:13]=[C:12]([C:16]([CH3:19])([CH3:18])[CH3:17])[CH:11]=2)[CH2:9][CH2:8]1.CCN(CC)CC.[CH3:48][C:49](OC(C)=O)=[O:50]. Product: [C:31]1([C:35]2[CH:40]=[CH:39][CH:38]=[CH:37][CH:36]=2)[CH:32]=[CH:33][CH:34]=[C:29]([NH:28][C:25]2[CH:26]=[CH:27][C:22]([CH2:21][C@H:3]([NH:2][C:49](=[O:50])[CH3:48])[C@H:4]([OH:20])[CH2:5][NH:6][C:7]3([C:10]4[CH:15]=[CH:14][CH:13]=[C:12]([C:16]([CH3:17])([CH3:19])[CH3:18])[CH:11]=4)[CH2:9][CH2:8]3)=[CH:23][CH:24]=2)[CH:30]=1. The catalyst class is: 366. (5) Reactant: [OH:1][C:2]1[CH:7]=[CH:6][C:5]([CH:8]([C:14]#[C:15][CH3:16])[CH2:9][C:10]([O:12]C)=[O:11])=[CH:4][CH:3]=1.[Cl-].[Mg+2].[Cl-].[CH2:20]=[O:21].Cl. Product: [CH:20]([C:3]1[CH:4]=[C:5]([CH:8]([C:14]#[C:15][CH3:16])[CH2:9][C:10]([OH:12])=[O:11])[CH:6]=[CH:7][C:2]=1[OH:1])=[O:21]. The catalyst class is: 10. (6) Reactant: [Br:1][C:2]1[CH:7]=[CH:6][C:5]([CH2:8][CH2:9][CH2:10][NH2:11])=[CH:4][CH:3]=1.C[O:13][C:14](=O)[C:15]1[CH:20]=[CH:19][CH:18]=[CH:17][C:16]=1[CH2:21]Br.C([O-])([O-])=O.[K+].[K+].C(OCC)(=O)C. Product: [Br:1][C:2]1[CH:3]=[CH:4][C:5]([CH2:8][CH2:9][CH2:10][N:11]2[CH2:21][C:16]3[C:15](=[CH:20][CH:19]=[CH:18][CH:17]=3)[C:14]2=[O:13])=[CH:6][CH:7]=1. The catalyst class is: 11. (7) Reactant: Cl.[Cl:2][C:3]1[CH:4]=[C:5]2[C:9](=[CH:10][CH:11]=1)[NH:8][CH:7]=[C:6]2[CH2:12][CH2:13][NH2:14].C1CN([P+](ON2N=NC3C=CC=CC2=3)(N2CCCC2)N2CCCC2)CC1.F[P-](F)(F)(F)(F)F.C(N(CC)C(C)C)(C)C.[CH3:57][O:58][C:59]1[CH:64]=[CH:63][C:62]([N:65]2[CH2:69][CH2:68][CH:67]([C:70](O)=[O:71])[C:66]2=[O:73])=[CH:61][CH:60]=1. Product: [Cl:2][C:3]1[CH:4]=[C:5]2[C:9](=[CH:10][CH:11]=1)[NH:8][CH:7]=[C:6]2[CH2:12][CH2:13][NH:14][C:70]([CH:67]1[CH2:68][CH2:69][N:65]([C:62]2[CH:63]=[CH:64][C:59]([O:58][CH3:57])=[CH:60][CH:61]=2)[C:66]1=[O:73])=[O:71]. The catalyst class is: 3.